From a dataset of Full USPTO retrosynthesis dataset with 1.9M reactions from patents (1976-2016). Predict the reactants needed to synthesize the given product. (1) Given the product [Cl:1][CH2:2][C:3]1[O:7][N:6]=[C:5]([C:8]([CH:16]2[CH2:21][CH2:20][CH2:19][CH2:18][CH2:17]2)([C:10]2[CH:15]=[CH:14][CH:13]=[CH:12][CH:11]=2)[OH:9])[CH:4]=1, predict the reactants needed to synthesize it. The reactants are: [Cl:1][CH2:2][C:3]1[O:7][N:6]=[C:5]([C:8]([C:10]2[CH:15]=[CH:14][CH:13]=[CH:12][CH:11]=2)=[O:9])[CH:4]=1.[CH:16]1([Mg]Cl)[CH2:21][CH2:20][CH2:19][CH2:18][CH2:17]1.Cl. (2) Given the product [NH2:8][CH2:9][C:10]([CH3:23])([O:12][C:13]1[CH:22]=[CH:21][C:16]([C:17]([O:19][CH3:20])=[O:18])=[CH:15][CH:14]=1)[CH3:11], predict the reactants needed to synthesize it. The reactants are: C(OC([NH:8][CH2:9][C:10]([CH3:23])([O:12][C:13]1[CH:22]=[CH:21][C:16]([C:17]([O:19][CH3:20])=[O:18])=[CH:15][CH:14]=1)[CH3:11])=O)(C)(C)C.C1(OC)C=CC=CC=1. (3) Given the product [C:1]([O:5][C:6](=[O:35])[CH2:7][CH2:8][C:9]1[CH:14]=[CH:13][C:12]([O:15][Si:16]([C:29]([CH3:32])([CH3:31])[CH3:30])([C:23]2[CH:28]=[CH:27][CH:26]=[CH:25][CH:24]=2)[C:17]2[CH:22]=[CH:21][CH:20]=[CH:19][CH:18]=2)=[CH:11][C:10]=1[CH2:33][O:44][C:41]1[CH:42]=[CH:43][C:38]([C:37]([F:36])([F:45])[F:46])=[CH:39][CH:40]=1)([CH3:4])([CH3:3])[CH3:2], predict the reactants needed to synthesize it. The reactants are: [C:1]([O:5][C:6](=[O:35])[CH2:7][CH2:8][C:9]1[CH:14]=[CH:13][C:12]([O:15][Si:16]([C:29]([CH3:32])([CH3:31])[CH3:30])([C:23]2[CH:28]=[CH:27][CH:26]=[CH:25][CH:24]=2)[C:17]2[CH:22]=[CH:21][CH:20]=[CH:19][CH:18]=2)=[CH:11][C:10]=1[CH2:33]Br)([CH3:4])([CH3:3])[CH3:2].[F:36][C:37]([F:46])([F:45])[C:38]1[CH:43]=[CH:42][C:41]([OH:44])=[CH:40][CH:39]=1.C(=O)([O-])[O-].[Cs+].[Cs+]. (4) Given the product [C:1]([O:5][C:6](=[O:39])[N:7]([CH:9]([C:11](=[O:38])[NH:12][CH:13]([C:18]([N:20]1[CH2:24][CH2:23][CH:22]2[N:25]([C:42](=[O:43])[NH:41][CH3:40])[CH2:26][CH:27]([CH2:28][O:29][C:30]3[CH:35]=[CH:34][C:33]([F:36])=[C:32]([F:37])[CH:31]=3)[CH:21]12)=[O:19])[C:14]([CH3:16])([CH3:17])[CH3:15])[CH3:10])[CH3:8])([CH3:2])([CH3:3])[CH3:4], predict the reactants needed to synthesize it. The reactants are: [C:1]([O:5][C:6](=[O:39])[N:7]([CH:9]([C:11](=[O:38])[NH:12][CH:13]([C:18]([N:20]1[CH2:24][CH2:23][CH:22]2[NH:25][CH2:26][CH:27]([CH2:28][O:29][C:30]3[CH:35]=[CH:34][C:33]([F:36])=[C:32]([F:37])[CH:31]=3)[CH:21]12)=[O:19])[C:14]([CH3:17])([CH3:16])[CH3:15])[CH3:10])[CH3:8])([CH3:4])([CH3:3])[CH3:2].[CH3:40][N:41]=[C:42]=[O:43]. (5) Given the product [CH3:33][C:23]1([CH3:34])[C:22]2[CH:21]=[C:20]([C:4]3[CH:3]=[C:2]([B:38]4[O:39][C:40]([CH3:42])([CH3:41])[C:36]([CH3:52])([CH3:35])[O:37]4)[CH:7]=[C:6]([C:8]4[CH:13]=[CH:12][C:11]([C:14]5[CH:19]=[CH:18][CH:17]=[CH:16][CH:15]=5)=[CH:10][CH:9]=4)[CH:5]=3)[CH:32]=[CH:31][C:30]=2[C:29]2[C:24]1=[CH:25][CH:26]=[CH:27][CH:28]=2, predict the reactants needed to synthesize it. The reactants are: Cl[C:2]1[CH:3]=[C:4]([C:20]2[CH:32]=[CH:31][C:30]3[C:29]4[C:24](=[CH:25][CH:26]=[CH:27][CH:28]=4)[C:23]([CH3:34])([CH3:33])[C:22]=3[CH:21]=2)[CH:5]=[C:6]([C:8]2[CH:13]=[CH:12][C:11]([C:14]3[CH:19]=[CH:18][CH:17]=[CH:16][CH:15]=3)=[CH:10][CH:9]=2)[CH:7]=1.[CH3:35][C:36]1([CH3:52])[C:40]([CH3:42])([CH3:41])[O:39][B:38]([B:38]2[O:39][C:40]([CH3:42])([CH3:41])[C:36]([CH3:52])([CH3:35])[O:37]2)[O:37]1.C([O-])(=O)C.[K+].